Dataset: Reaction yield outcomes from USPTO patents with 853,638 reactions. Task: Predict the reaction yield, written as a fraction of the theoretical maximum amount of product (1.0 means a 100% yield; for example, 0.34 means a 34% yield). (1) The reactants are [CH2:1]([C:3]1[N:7]([C:8]2[N:16]=[C:15]3[C:11]([N:12]=[C:13]([CH:18]=O)[N:14]3[CH3:17])=[C:10]([N:20]3[CH2:25][CH2:24][O:23][CH2:22][CH2:21]3)[N:9]=2)[C:6]2[CH:26]=[CH:27][CH:28]=[CH:29][C:5]=2[N:4]=1)[CH3:2].[O:30]1[CH2:33][CH:32]([CH:34]2[CH2:39][CH2:38][NH:37][CH2:36][CH2:35]2)[CH2:31]1.COC(OC)OC.C(O)(=O)C.C(O[BH-](OC(=O)C)OC(=O)C)(=O)C.[Na+]. The catalyst is ClCCCl. The product is [CH2:1]([C:3]1[N:7]([C:8]2[N:16]=[C:15]3[C:11]([N:12]=[C:13]([CH2:18][N:37]4[CH2:38][CH2:39][CH:34]([CH:32]5[CH2:33][O:30][CH2:31]5)[CH2:35][CH2:36]4)[N:14]3[CH3:17])=[C:10]([N:20]3[CH2:25][CH2:24][O:23][CH2:22][CH2:21]3)[N:9]=2)[C:6]2[CH:26]=[CH:27][CH:28]=[CH:29][C:5]=2[N:4]=1)[CH3:2]. The yield is 0.350. (2) The reactants are [H-].[Na+].[F:3][C:4]1[CH:9]=[CH:8][C:7]([NH:10][C:11](=[O:13])[CH3:12])=[CH:6][C:5]=1[N+:14]([O-:16])=[O:15].I[CH2:18][CH3:19]. The catalyst is C1COCC1. The product is [CH2:18]([N:10]([C:7]1[CH:8]=[CH:9][C:4]([F:3])=[C:5]([N+:14]([O-:16])=[O:15])[CH:6]=1)[C:11](=[O:13])[CH3:12])[CH3:19]. The yield is 0.520. (3) The reactants are [CH2:1]([N:8]1[C:13](=[O:14])[C:12]2[C:15]([CH3:18])=[N:16][S:17][C:11]=2[N:10]=[C:9]1[CH2:19][CH:20]([CH3:22])[CH3:21])[C:2]1[CH:7]=[CH:6][CH:5]=[CH:4][CH:3]=1.C([O-])(=O)C.[Na+].[Br:28]Br.CCOC(C)=O. The catalyst is C(O)(=O)C. The product is [CH2:1]([N:8]1[C:13](=[O:14])[C:12]2[C:15]([CH3:18])=[N:16][S:17][C:11]=2[N:10]=[C:9]1[CH:19]([Br:28])[CH:20]([CH3:22])[CH3:21])[C:2]1[CH:3]=[CH:4][CH:5]=[CH:6][CH:7]=1. The yield is 0.990. (4) The reactants are C(=[N:14][C:15]1[C:23]2[O:22][CH:21]=[CH:20][C:19]=2[CH:18]=[C:17]([CH3:24])[CH:16]=1)(C1C=CC=CC=1)C1C=CC=CC=1.Cl.[OH-].[Na+]. The catalyst is C1COCC1. The product is [CH3:24][C:17]1[CH:16]=[C:15]([NH2:14])[C:23]2[O:22][CH:21]=[CH:20][C:19]=2[CH:18]=1. The yield is 0.300.